Dataset: Full USPTO retrosynthesis dataset with 1.9M reactions from patents (1976-2016). Task: Predict the reactants needed to synthesize the given product. Given the product [C:2]1([CH3:4])[CH:3]=[CH:21][C:20]([S:25]([N:12]2[C:13]3[C:18](=[CH:17][CH:16]=[CH:15][CH:14]=3)[C:10]([C:7](=[O:9])[CH3:8])=[CH:11]2)(=[O:27])=[O:26])=[CH:19][CH:1]=1, predict the reactants needed to synthesize it. The reactants are: [CH3:1][C:2]([O-])([CH3:4])[CH3:3].[K+].[C:7]([C:10]1[C:18]2[C:13](=[CH:14][CH:15]=[CH:16][CH:17]=2)[NH:12][CH:11]=1)(=[O:9])[CH3:8].[C:19]1(C)[C:20]([S:25](Cl)(=[O:27])=[O:26])=[CH:21]C=CC=1.C(OC(C)=O)C.O.